The task is: Predict the product of the given reaction.. This data is from Forward reaction prediction with 1.9M reactions from USPTO patents (1976-2016). (1) Given the reactants [NH2:1][C:2]1[CH:3]=[C:4]([CH:27]=[C:28]([C:30]([F:33])([F:32])[F:31])[CH:29]=1)[CH2:5][O:6][CH2:7][C:8]1([C:21]2[CH:26]=[CH:25][CH:24]=[CH:23][CH:22]=2)[CH2:13][CH2:12][N:11]([C:14]([O:16][C:17]([CH3:20])([CH3:19])[CH3:18])=[O:15])[CH2:10][CH2:9]1.C(N(CC)CC)C.[F:41][C:42]([F:53])([F:52])[C:43](O[C:43](=[O:44])[C:42]([F:53])([F:52])[F:41])=[O:44], predict the reaction product. The product is: [C:21]1([C:8]2([CH2:7][O:6][CH2:5][C:4]3[CH:27]=[C:28]([C:30]([F:33])([F:31])[F:32])[CH:29]=[C:2]([NH:1][C:43](=[O:44])[C:42]([F:53])([F:52])[F:41])[CH:3]=3)[CH2:13][CH2:12][N:11]([C:14]([O:16][C:17]([CH3:20])([CH3:18])[CH3:19])=[O:15])[CH2:10][CH2:9]2)[CH:22]=[CH:23][CH:24]=[CH:25][CH:26]=1. (2) The product is: [F:12][C:13]1([F:19])[CH2:18][CH2:17][N:16]([C:2]2[CH:7]=[CH:6][C:5]([N+:8]([O-:10])=[O:9])=[CH:4][N:3]=2)[CH2:15][CH2:14]1. Given the reactants Cl[C:2]1[CH:7]=[CH:6][C:5]([N+:8]([O-:10])=[O:9])=[CH:4][N:3]=1.Cl.[F:12][C:13]1([F:19])[CH2:18][CH2:17][NH:16][CH2:15][CH2:14]1.C(N(CC)C(C)C)(C)C, predict the reaction product. (3) The product is: [N:13]1([C:21]([O:23][C:24]([CH3:27])([CH3:26])[CH3:25])=[O:22])[CH2:20][CH2:19][CH2:18][C@H:14]1[C:15]([N:28]1[CH2:41][CH2:40][CH2:39][C@@H:29]1[C:30]([NH:32][C:33]1[CH:38]=[CH:37][CH:36]=[CH:35][CH:34]=1)=[O:31])=[O:17]. Given the reactants CCN=C=NCCCN(C)C.Cl.[N:13]1([C:21]([O:23][C:24]([CH3:27])([CH3:26])[CH3:25])=[O:22])[CH2:20][CH2:19][CH2:18][C@H:14]1[C:15]([OH:17])=O.[NH:28]1[CH2:41][CH2:40][CH2:39][C@@H:29]1[C:30]([NH:32][C:33]1[CH:38]=[CH:37][CH:36]=[CH:35][CH:34]=1)=[O:31], predict the reaction product. (4) The product is: [OH:15][CH2:14][CH:6]([CH2:7][CH2:8][CH2:9][OH:10])[CH2:5][CH2:4][OH:3]. Given the reactants C([O:3][C:4](=O)[CH2:5][CH:6]([C:14](OCC)=[O:15])[CH2:7][CH2:8][C:9](OCC)=[O:10])C.[BH4-].[Na+].CO.Cl, predict the reaction product.